This data is from Human Reference Interactome with 51,813 positive PPI pairs across 8,248 proteins, plus equal number of experimentally-validated negative pairs. The task is: Binary Classification. Given two protein amino acid sequences, predict whether they physically interact or not. Protein 1 (ENSG00000172731) has sequence MLKKMGEAVARVARKVNETVESGSDTLDLAECKLVSFPIGIYKVLRNVSGQIHLITLANNELKSLTSKFMTTFSQLRDVPVEKLAAMPALRSINLRFNPLNAEVRVIAPPLIKFDMLMSPEGARAPLP*MLKKMGEAVARVARKVNETVESGSDTLDLAECKLVSFPIGIYKVLRNVSGQIHLITLANNELKSLTSKFMTTFSQLRELHLEGNFLHRLPSEVSALQHLKAIDLSRNQFQDFPEQLTALPALETINLEENEIVDVPVEKLAAMPALRSINLRFNPLNAEVRVIAPPLIKFD.... Protein 2 (ENSG00000176256) has sequence MGKEIQLKPKANVSSYVHFLLNYRNKFKEQQPNTYVGFKEFSRKCSEKWRSISKHEKAKYEALAKLDKARYQEEMMNYVGKRKKRRKRDPQEPRRPPSSFLLFCQDHYAQLKRENPNWSVVQVAKATGKMWSTATDLEKHPYEQRVALLRAKYFEELELYRKQCNARKKYRMSARNRCRGKRVRQS*. Result: 0 (the proteins do not interact).